The task is: Predict the product of the given reaction.. This data is from Forward reaction prediction with 1.9M reactions from USPTO patents (1976-2016). (1) Given the reactants Br[C:2]1[S:6][C:5]([CH2:7][O:8][C@@H:9]2[CH2:14][O:13][C:12]3=[N:15][C:16]([N+:18]([O-:20])=[O:19])=[CH:17][N:11]3[CH2:10]2)=[CH:4][CH:3]=1.[F:21][C:22]1[CH:23]=[C:24]([N:37]2[CH2:41][C@H:40]([CH2:42][NH:43][C:44](=[O:46])[CH3:45])[O:39][C:38]2=[O:47])[CH:25]=[CH:26][C:27]=1B1OC(C)(C)C(C)(C)O1.C([O-])([O-])=O.[K+].[K+], predict the reaction product. The product is: [F:21][C:22]1[CH:23]=[C:24]([N:37]2[CH2:41][C@H:40]([CH2:42][NH:43][C:44](=[O:46])[CH3:45])[O:39][C:38]2=[O:47])[CH:25]=[CH:26][C:27]=1[C:2]1[S:6][C:5]([CH2:7][O:8][C@@H:9]2[CH2:14][O:13][C:12]3=[N:15][C:16]([N+:18]([O-:20])=[O:19])=[CH:17][N:11]3[CH2:10]2)=[CH:4][CH:3]=1. (2) Given the reactants [N+:1]([CH2:4][CH2:5][CH2:6][C:7]([O:9][CH3:10])=[O:8])([O-])=[O:2].[CH3:11][N:12]1[CH2:16][CH2:15][CH2:14][C@H:13]1[CH2:17][O:18][C:19]1[CH:24]=[CH:23][C:22]([C:25]#C)=CN=1.[C:27]1([N:33]=[C:34]=O)C=CC=CC=1.C(N(CC)CC)C, predict the reaction product. The product is: [CH3:10][O:9][C:7](=[O:8])[CH2:6][CH2:5][C:4]1[CH:25]=[C:22]([C:23]2[CH:27]=[N:33][CH:34]=[C:19]([O:18][CH2:17][C@@H:13]3[CH2:14][CH2:15][CH2:16][N:12]3[CH3:11])[CH:24]=2)[O:2][N:1]=1. (3) Given the reactants P(Cl)(Cl)(Cl)=O.[Br:6][C:7]1[CH:12]=[CH:11][N:10]=[CH:9][C:8]=1[C:13]1[CH:14]=[C:15]2[C:19](=[CH:20][CH:21]=1)[NH:18][CH:17]=[CH:16]2.[OH-].[Na+].CN(C)[CH:26]=[O:27], predict the reaction product. The product is: [Br:6][C:7]1[CH:12]=[CH:11][N:10]=[CH:9][C:8]=1[C:13]1[CH:14]=[C:15]2[C:19](=[CH:20][CH:21]=1)[NH:18][CH:17]=[C:16]2[CH:26]=[O:27]. (4) Given the reactants C1(C(C2C=CC=CC=2)=[N:8][C:9]2[CH:14]=[CH:13][C:12]([C:15]3[CH:20]=[C:19]([O:21][CH3:22])[CH:18]=[CH:17][C:16]=3[F:23])=[C:11]([CH2:24][C:25]([CH3:28])([CH3:27])[CH3:26])[CH:10]=2)C=CC=CC=1.Cl.[OH-].[Na+], predict the reaction product. The product is: [F:23][C:16]1[CH:17]=[CH:18][C:19]([O:21][CH3:22])=[CH:20][C:15]=1[C:12]1[CH:13]=[CH:14][C:9]([NH2:8])=[CH:10][C:11]=1[CH2:24][C:25]([CH3:28])([CH3:27])[CH3:26]. (5) Given the reactants [O:1]=[CH:2][C:3]1[CH:11]=[CH:10][C:8]([OH:9])=[C:5]([O:6][CH3:7])[CH:4]=1.F[C:13]1[CH:20]=[CH:19][C:16]([C:17]#[N:18])=[CH:15][C:14]=1[C:21]([F:24])([F:23])[F:22].C([O-])([O-])=O.[K+].[K+], predict the reaction product. The product is: [CH:2]([C:3]1[CH:11]=[CH:10][C:8]([O:9][C:13]2[CH:20]=[CH:19][C:16]([C:17]#[N:18])=[CH:15][C:14]=2[C:21]([F:22])([F:24])[F:23])=[C:5]([O:6][CH3:7])[CH:4]=1)=[O:1]. (6) Given the reactants Cl.[O:2]=[C:3]1[CH2:7][NH:6][C@H:5]([C:8]([O:10][CH3:11])=[O:9])[CH2:4]1.C(=O)(O)[O-].[K+].[CH2:17]([O:24][C:25](Cl)=[O:26])[C:18]1[CH:23]=[CH:22][CH:21]=[CH:20][CH:19]=1, predict the reaction product. The product is: [O:2]=[C:3]1[CH2:7][N:6]([C:25]([O:24][CH2:17][C:18]2[CH:23]=[CH:22][CH:21]=[CH:20][CH:19]=2)=[O:26])[C@H:5]([C:8]([O:10][CH3:11])=[O:9])[CH2:4]1. (7) Given the reactants [CH3:1][C:2]1[CH:7]=[CH:6][CH:5]=[CH:4][C:3]=1[NH:8][NH2:9].S(=O)(=O)(O)O.[C:15](/[CH:17]=[C:18](\[O-])/[C:19]([O:21][CH2:22][CH3:23])=[O:20])#[N:16].[K+], predict the reaction product. The product is: [NH2:16][C:15]1[N:8]([C:3]2[CH:4]=[CH:5][CH:6]=[CH:7][C:2]=2[CH3:1])[N:9]=[C:18]([C:19]([O:21][CH2:22][CH3:23])=[O:20])[CH:17]=1.